From a dataset of Reaction yield outcomes from USPTO patents with 853,638 reactions. Predict the reaction yield, written as a fraction of the theoretical maximum amount of product (1.0 means a 100% yield; for example, 0.34 means a 34% yield). (1) The reactants are Cl.[CH3:2][C:3]1[CH:4]=[C:5]([CH:15]([NH2:17])[CH3:16])[CH:6]=[N:7][C:8]=1[O:9][CH2:10][C:11]([F:14])([F:13])[F:12].[NH2:18][C:19]1[N:24]=[C:23]([C:25](O)=[O:26])[CH:22]=[CH:21][N:20]=1. No catalyst specified. The product is [NH2:18][C:19]1[N:24]=[C:23]([C:25]([NH:17][CH:15]([C:5]2[CH:6]=[N:7][C:8]([O:9][CH2:10][C:11]([F:14])([F:12])[F:13])=[C:3]([CH3:2])[CH:4]=2)[CH3:16])=[O:26])[CH:22]=[CH:21][N:20]=1. The yield is 0.360. (2) The reactants are [N+:1]([C:4]1[CH:9]=[C:8]([N+:10]([O-:12])=[O:11])[CH:7]=[CH:6][C:5]=1[CH2:13][C:14](O)=[O:15])([O-:3])=[O:2].O.CCCCCC. The catalyst is O1CCCC1. The product is [N+:1]([C:4]1[CH:9]=[C:8]([N+:10]([O-:12])=[O:11])[CH:7]=[CH:6][C:5]=1[CH2:13][CH2:14][OH:15])([O-:3])=[O:2]. The yield is 0.980. (3) The reactants are [O:1]1[CH2:6][CH2:5][CH2:4][CH2:3][CH:2]1[N:7]1[C:15]2[C:10](=[CH:11][C:12]([C:16]3[N:20]=[CH:19][N:18]([C:21]([C:34]4[CH:39]=[CH:38][CH:37]=[CH:36][CH:35]=4)([C:28]4[CH:33]=[CH:32][CH:31]=[CH:30][CH:29]=4)[C:22]4[CH:27]=[CH:26][CH:25]=[CH:24][CH:23]=4)[N:17]=3)=[CH:13][CH:14]=2)[C:9]([C:40]2[CH:41]=[C:42]([CH:47]=[CH:48][CH:49]=2)[C:43](OC)=[O:44])=[N:8]1.O.[OH-].[Li+].[C:53]([NH2:57])([CH3:56])([CH3:55])[CH3:54].O.ON1C2C=CC=CC=2N=N1.Cl.CN(C)CCCN=C=NCC. The catalyst is O1CCCC1.O1CCCC1.O. The product is [C:53]([NH:57][C:43]([C:42]1[CH:47]=[CH:48][CH:49]=[C:40]([C:9]2[C:10]3[C:15](=[CH:14][CH:13]=[C:12]([C:16]4[N:20]=[CH:19][N:18]([C:21]([C:28]5[CH:29]=[CH:30][CH:31]=[CH:32][CH:33]=5)([C:22]5[CH:23]=[CH:24][CH:25]=[CH:26][CH:27]=5)[C:34]5[CH:35]=[CH:36][CH:37]=[CH:38][CH:39]=5)[N:17]=4)[CH:11]=3)[N:7]([CH:2]3[CH2:3][CH2:4][CH2:5][CH2:6][O:1]3)[N:8]=2)[CH:41]=1)=[O:44])([CH3:56])([CH3:55])[CH3:54]. The yield is 0.780. (4) The reactants are [C:1](=O)([O:34]C1C=CC([N+]([O-])=O)=CC=1)[O:2][CH2:3][C:4]1[CH:9]=[CH:8][C:7]([C:10]2[CH:19]=[CH:18][CH:17]=[C:16]3[C:11]=2[CH2:12][CH2:13][CH2:14][N:15]3[C:20](=[O:33])[CH2:21][CH2:22][CH2:23][O:24][C:25]2[CH:30]=[CH:29][CH:28]=[C:27]([CH3:31])[C:26]=2[CH3:32])=[CH:6][CH:5]=1.Cl.[NH2:46][CH2:47][C:48]([O:50][CH3:51])=[O:49]. The catalyst is C(Cl)Cl. The product is [CH3:32][C:26]1[C:27]([CH3:31])=[CH:28][CH:29]=[CH:30][C:25]=1[O:24][CH2:23][CH2:22][CH2:21][C:20]([N:15]1[C:16]2[C:11](=[C:10]([C:7]3[CH:6]=[CH:5][C:4]([CH2:3][O:2][C:1]([NH:46][CH2:47][C:48]([O:50][CH3:51])=[O:49])=[O:34])=[CH:9][CH:8]=3)[CH:19]=[CH:18][CH:17]=2)[CH2:12][CH2:13][CH2:14]1)=[O:33]. The yield is 0.630. (5) The product is [CH2:1]([N:8]1[CH:12]=[C:11]([C:13]([O:19][CH3:20])=[C:14]([C:15]#[N:16])[C:17]#[N:18])[CH:10]=[N:9]1)[C:2]1[CH:3]=[CH:4][CH:5]=[CH:6][CH:7]=1. No catalyst specified. The reactants are [CH2:1]([N:8]1[CH:12]=[C:11]([C:13]([OH:19])=[C:14]([C:17]#[N:18])[C:15]#[N:16])[CH:10]=[N:9]1)[C:2]1[CH:7]=[CH:6][CH:5]=[CH:4][CH:3]=1.[CH:20](OC)(OC)OC. The yield is 0.518. (6) The reactants are [Cl:1][C:2]1[CH:21]=[CH:20][C:5]([C:6]([C@H:8]2[CH2:12][CH2:11][CH2:10][N:9]2[C:13]([O:15][C:16]([CH3:19])([CH3:18])[CH3:17])=[O:14])=[O:7])=[CH:4][C:3]=1[F:22].CCC(C)[BH-](C(C)CC)C(C)CC.[Li+]. The catalyst is C1COCC1. The product is [Cl:1][C:2]1[CH:21]=[CH:20][C:5]([C@@H:6]([OH:7])[C@H:8]2[CH2:12][CH2:11][CH2:10][N:9]2[C:13]([O:15][C:16]([CH3:17])([CH3:19])[CH3:18])=[O:14])=[CH:4][C:3]=1[F:22]. The yield is 0.600.